From a dataset of Reaction yield outcomes from USPTO patents with 853,638 reactions. Predict the reaction yield, written as a fraction of the theoretical maximum amount of product (1.0 means a 100% yield; for example, 0.34 means a 34% yield). (1) The reactants are [N:1]([CH2:4][C:5]1[C:14]2[C:9](=[CH:10][C:11]([O:15][CH2:16][C:17]3[CH:22]=[CH:21][CH:20]=[C:19]([Cl:23])[CH:18]=3)=[CH:12][CH:13]=2)[O:8][C:7](=[O:24])[CH:6]=1)=[N+]=[N-]. The catalyst is CO. The product is [NH2:1][CH2:4][C:5]1[C:14]2[C:9](=[CH:10][C:11]([O:15][CH2:16][C:17]3[CH:22]=[CH:21][CH:20]=[C:19]([Cl:23])[CH:18]=3)=[CH:12][CH:13]=2)[O:8][C:7](=[O:24])[CH:6]=1. The yield is 0.390. (2) The reactants are C([N:8]1[CH2:27][CH2:26][C:11]2[N:12]=[CH:13][N:14]=[C:15]([O:16][C@H:17]3[CH2:21][CH2:20][N:19]([C:22](=[O:25])[CH2:23][CH3:24])[CH2:18]3)[C:10]=2[CH2:9]1)C1C=CC=CC=1.C([O-])=O.[NH4+]. The catalyst is CO.[OH-].[OH-].[Pd+2]. The product is [N:12]1[C:11]2[CH2:26][CH2:27][NH:8][CH2:9][C:10]=2[C:15]([O:16][C@H:17]2[CH2:21][CH2:20][N:19]([C:22](=[O:25])[CH2:23][CH3:24])[CH2:18]2)=[N:14][CH:13]=1. The yield is 1.00. (3) The reactants are [NH2:1][C:2]1[CH:7]=[CH:6][C:5]([N:8]2[CH:13]=[CH:12][CH:11]=[CH:10][C:9]2=[O:14])=[CH:4][C:3]=1[F:15].C[Si]([N-][Si](C)(C)C)(C)C.[Li+].[CH2:26]([O:28][C:29]([CH:31]1[CH:36]2[CH:32]1[C:33](=[O:45])[N:34]([C:38]1[CH:43]=[CH:42][C:41]([Cl:44])=[CH:40][CH:39]=1)[C:35]2=[O:37])=[O:30])[CH3:27].Cl. The catalyst is C1COCC1. The product is [CH2:26]([O:28][C:29]([CH:31]1[CH:36]([C:35](=[O:37])[NH:1][C:2]2[CH:7]=[CH:6][C:5]([N:8]3[CH:13]=[CH:12][CH:11]=[CH:10][C:9]3=[O:14])=[CH:4][C:3]=2[F:15])[CH:32]1[C:33](=[O:45])[NH:34][C:38]1[CH:39]=[CH:40][C:41]([Cl:44])=[CH:42][CH:43]=1)=[O:30])[CH3:27]. The yield is 0.240.